This data is from Reaction yield outcomes from USPTO patents with 853,638 reactions. The task is: Predict the reaction yield, written as a fraction of the theoretical maximum amount of product (1.0 means a 100% yield; for example, 0.34 means a 34% yield). The reactants are [Br:1][C:2]1[CH:7]=[C:6]([NH:8][C:9]([CH3:13])([CH3:12])[CH2:10][OH:11])[C:5]([N+:14]([O-:16])=[O:15])=[CH:4][N:3]=1.C(N(CC)CC)C.[C:24](Cl)(=[O:26])[CH3:25]. The catalyst is O1CCCC1.O. The product is [Br:1][C:2]1[CH:7]=[C:6]([NH:8][C:9]([CH3:12])([CH3:13])[CH2:10][O:11][C:24](=[O:26])[CH3:25])[C:5]([N+:14]([O-:16])=[O:15])=[CH:4][N:3]=1. The yield is 1.00.